Task: Predict the product of the given reaction.. Dataset: Forward reaction prediction with 1.9M reactions from USPTO patents (1976-2016) Given the reactants [C:1]([C:3]([CH3:39])([CH3:38])[C:4]1[CH:5]=[C:6]2[C:11](=[C:12]([C:14]3[CH:15]=[C:16]([CH:20]=[C:21]([C:28]4[CH:33]=[CH:32][C:31]([S:34]([CH3:37])(=[O:36])=[O:35])=[CH:30][CH:29]=4)[C:22]([NH:24][CH:25]([CH3:27])[CH3:26])=[O:23])[CH:17]=[CH:18][CH:19]=3)[CH:13]=1)[N:10]=[CH:9][CH:8]=[CH:7]2)#[N:2], predict the reaction product. The product is: [C:1]([C:3]([CH3:39])([CH3:38])[C:4]1[CH:5]=[C:6]2[C:11](=[C:12]([C:14]3[CH:15]=[C:16]([CH2:20][CH:21]([C:28]4[CH:29]=[CH:30][C:31]([S:34]([CH3:37])(=[O:36])=[O:35])=[CH:32][CH:33]=4)[C:22]([NH:24][CH:25]([CH3:27])[CH3:26])=[O:23])[CH:17]=[CH:18][CH:19]=3)[CH:13]=1)[N:10]=[CH:9][CH:8]=[CH:7]2)#[N:2].